From a dataset of CYP2D6 inhibition data for predicting drug metabolism from PubChem BioAssay. Regression/Classification. Given a drug SMILES string, predict its absorption, distribution, metabolism, or excretion properties. Task type varies by dataset: regression for continuous measurements (e.g., permeability, clearance, half-life) or binary classification for categorical outcomes (e.g., BBB penetration, CYP inhibition). Dataset: cyp2d6_veith. (1) The molecule is CCOc1cccc(OCCCNCCCOC)c1. The result is 1 (inhibitor). (2) The result is 0 (non-inhibitor). The drug is CSC1=N/C(=C\c2ccc3c(c2)OCO3)C(=O)S1. (3) The molecule is Cc1ccc(-n2[nH]c(=O)c3cccnc32)cc1. The result is 0 (non-inhibitor).